From a dataset of Catalyst prediction with 721,799 reactions and 888 catalyst types from USPTO. Predict which catalyst facilitates the given reaction. (1) The catalyst class is: 1. Product: [Br:1][C:2]1[CH:11]=[CH:10][CH:9]=[C:8]2[C:3]=1[CH2:4][CH2:5][O:6][CH:7]2[CH:12]=[O:13]. Reactant: [Br:1][C:2]1[CH:11]=[CH:10][CH:9]=[C:8]2[C:3]=1[CH2:4][CH2:5][O:6][CH:7]2[C:12](N(C)OC)=[O:13].CC(C[AlH]CC(C)C)C. (2) Reactant: [CH3:1][Si:2]([CH3:49])([CH3:48])[CH2:3][CH2:4][O:5][CH2:6][N:7]([CH2:40][O:41][CH2:42][CH2:43][Si:44]([CH3:47])([CH3:46])[CH3:45])[C:8]1[N:13]2[N:14]=[CH:15][C:16]([C:17]3[CH:18]=[N:19][C:20]([C:23]4[CH:28]=[CH:27][CH:26]=[CH:25][CH:24]=4)=[CH:21][CH:22]=3)=[C:12]2[N:11]=[C:10]([C:29]2[CH:38]=[CH:37][C:32]([C:33]([O:35][CH3:36])=[O:34])=[CH:31][CH:30]=2)[C:9]=1Br.[CH2:50]([O:52][C:53]([Sn](CCCC)(CCCC)CCCC)=[CH2:54])[CH3:51]. Product: [CH3:1][Si:2]([CH3:49])([CH3:48])[CH2:3][CH2:4][O:5][CH2:6][N:7]([CH2:40][O:41][CH2:42][CH2:43][Si:44]([CH3:47])([CH3:46])[CH3:45])[C:8]1[N:13]2[N:14]=[CH:15][C:16]([C:17]3[CH:18]=[N:19][C:20]([C:23]4[CH:28]=[CH:27][CH:26]=[CH:25][CH:24]=4)=[CH:21][CH:22]=3)=[C:12]2[N:11]=[C:10]([C:29]2[CH:38]=[CH:37][C:32]([C:33]([O:35][CH3:36])=[O:34])=[CH:31][CH:30]=2)[C:9]=1[C:50]([O:52][CH2:53][CH3:54])=[CH2:51]. The catalyst class is: 203. (3) Reactant: [CH3:1][N:2]1[C:10]2[CH:9]=[C:8]([N:11]3[CH:16]=[CH:15][C:14]([CH2:17][CH2:18][C:19]4[CH:24]=[CH:23][CH:22]=[CH:21][CH:20]=4)=[CH:13][C:12]3=[O:25])[CH:7]=[CH:6][C:5]=2[C:4]2[CH2:26][N:27](C(OC(C)(C)C)=O)[CH2:28][CH2:29][C:3]1=2.[ClH:37]. Product: [ClH:37].[ClH:37].[CH3:1][N:2]1[C:10]2[CH:9]=[C:8]([N:11]3[CH:16]=[CH:15][C:14]([CH2:17][CH2:18][C:19]4[CH:20]=[CH:21][CH:22]=[CH:23][CH:24]=4)=[CH:13][C:12]3=[O:25])[CH:7]=[CH:6][C:5]=2[C:4]2[CH2:26][NH:27][CH2:28][CH2:29][C:3]1=2. The catalyst class is: 275. (4) Reactant: [Cl:1][C:2]1[C:3]([F:16])=[C:4]([CH:12]=[CH:13][C:14]=1F)[C:5]([O:7]C(C)(C)C)=[O:6].[Cl:17][C:18]1[CH:23]=[CH:22][C:21]([OH:24])=[CH:20][C:19]=1[C:25]([F:28])([F:27])[F:26].C(=O)([O-])[O-].[K+].[K+].FC(F)(F)C(O)=O. Product: [Cl:1][C:2]1[C:3]([F:16])=[C:4]([CH:12]=[CH:13][C:14]=1[O:24][C:21]1[CH:22]=[CH:23][C:18]([Cl:17])=[C:19]([C:25]([F:28])([F:26])[F:27])[CH:20]=1)[C:5]([OH:7])=[O:6]. The catalyst class is: 374. (5) Reactant: C(Cl)(=O)C(Cl)=O.CS(C)=O.[OH:11][CH2:12][CH2:13][O:14][C@H:15]1[CH2:24][CH2:23][C:22]2[CH:21]=[C:20]([C@H:25]3[CH2:34][CH2:33][C@@:27]4([NH:31][C:30](=[O:32])[O:29][CH2:28]4)[CH2:26]3)[CH:19]=[CH:18][C:17]=2[CH2:16]1. Product: [O:32]=[C:30]1[O:29][CH2:28][C@:27]2([CH2:33][CH2:34][C@H:25]([C:20]3[CH:21]=[C:22]4[C:17](=[CH:18][CH:19]=3)[CH2:16][C@@H:15]([O:14][CH2:13][CH:12]=[O:11])[CH2:24][CH2:23]4)[CH2:26]2)[NH:31]1. The catalyst class is: 583.